From a dataset of Full USPTO retrosynthesis dataset with 1.9M reactions from patents (1976-2016). Predict the reactants needed to synthesize the given product. (1) Given the product [Cl:1][C:2]1[C:7]([C:8]([C:26]2[CH:31]=[CH:30][CH:29]=[CH:28][CH:27]=2)=[O:9])=[C:6]([F:11])[C:5]([CH3:12])=[CH:4][CH:3]=1, predict the reactants needed to synthesize it. The reactants are: [Cl:1][C:2]1[C:7]([C:8](Cl)=[O:9])=[C:6]([F:11])[C:5]([CH3:12])=[CH:4][CH:3]=1.C(P(CCCC)CCCC)CCC.[C:26]1([Mg]Br)[CH:31]=[CH:30][CH:29]=[CH:28][CH:27]=1. (2) Given the product [Br:1][C:2]1[CH:7]=[CH:6][C:5]([Cl:8])=[CH:4][C:3]=1[CH2:9][O:28][C:25]1[CH:24]=[CH:23][C:22]([O:21][CH2:20][CH2:19][O:18][CH3:17])=[CH:27][CH:26]=1, predict the reactants needed to synthesize it. The reactants are: [Br:1][C:2]1[CH:7]=[CH:6][C:5]([Cl:8])=[CH:4][C:3]=1[CH2:9]Br.C([O-])([O-])=O.[K+].[K+].[CH3:17][O:18][CH2:19][CH2:20][O:21][C:22]1[CH:27]=[CH:26][C:25]([OH:28])=[CH:24][CH:23]=1. (3) Given the product [CH3:28][C:26]1[CH:25]=[CH:24][CH:23]=[C:22]([N:102]2[N:106]=[C:14]([C:13]([NH2:12])=[O:120])[N:15]=[C:11]2[C:6]2[CH:5]=[CH:4][CH:9]=[CH:8][CH:7]=2)[CH:27]=1, predict the reactants needed to synthesize it. The reactants are: C1C=C[C:4]2[CH:5]=[C:6]([C:11]3[NH:15][CH2:14][CH2:13][N:12]=3)[CH:7]=[CH:8][C:9]=2C=1.CCS(O[C:22]1[CH:23]=[CH:24][C:25]2OC[C:28](C)(C)[C:26]=2[CH:27]=1)(=O)=O.CC(OP(SCCNS(C1C=CC=CC=1)(=O)=O)(OC(C)C)=S)C.CCSC1C=CC(NS(C)(=O)=O)=C(C(F)(F)F)C=1.CCC(NP(OC1C=C(C)C=CC=1[N+]([O-])=O)(OCC)=S)C.CCN(C([N:102]1[N:106]=C(S(C2C(C)=CC(C)=CC=2C)(=O)=O)N=C1)=O)CC.C[O:120]C(C1C(Cl)=C(Cl)C(C(OC)=O)=C(Cl)C=1Cl)=O.CC1C=CC=CC=1CO[C@H]1C2(C)O[C@](C(C)C)(CC2)C1.C1C=C(Cl)C(C#N)=C(Cl)C=1.C1[C@H]2O[C@H]([C@H](C(O)=O)[C@@H]2C(O)=O)C1.CC1C(NC(C)=O)=CC(NS(C(F)(F)F)(=O)=O)=C(C)C=1.CC1C=C(S(C2C=CC=CC=2)(=O)=O)C=CC=1NS(C(F)(F)F)(=O)=O.CCCOP(SCC(N1C(C)CCCC1)=O)(OCCC)=S.C/C(/C1N=CC=CC=1C(O)=O)=N\NC(NC1C=C(F)C=C(F)C=1)=O.C/C(/C1N=CC=CC=1C([O-])=O)=N\NC(NC1C=C(F)C=C(F)C=1)=O.[Na+]. (4) Given the product [Si:3]([O:10][CH2:11][CH2:12][CH2:13][N:14]([CH3:25])[C:15]1[C:22]([F:23])=[CH:21][C:18]([C:19]#[N:20])=[C:17]([Cl:24])[N:16]=1)([C:6]([CH3:8])([CH3:9])[CH3:7])([CH3:5])[CH3:4], predict the reactants needed to synthesize it. The reactants are: [H-].[Na+].[Si:3]([O:10][CH2:11][CH2:12][CH2:13][NH:14][C:15]1[C:22]([F:23])=[CH:21][C:18]([C:19]#[N:20])=[C:17]([Cl:24])[N:16]=1)([C:6]([CH3:9])([CH3:8])[CH3:7])([CH3:5])[CH3:4].[CH3:25]N(C=O)C. (5) Given the product [CH3:19][N:20]1[CH:24]=[CH:23][N:22]=[C:21]1[CH:25]([C:27]1[S:28][CH:29]=[CH:30][CH:31]=1)[N:12]1[CH:16]=[C:15]([NH2:17])[CH:14]=[N:13]1, predict the reactants needed to synthesize it. The reactants are: CN(C)CCC([N:12]1[CH:16]=[C:15]([NH2:17])[CH:14]=[N:13]1)C1C=CC=CC=1.[CH3:19][N:20]1[CH:24]=[CH:23][N:22]=[C:21]1[CH:25]([C:27]1[S:28][CH:29]=[CH:30][CH:31]=1)O. (6) Given the product [Cl:20][C:15]1[CH:16]=[CH:17][CH:18]=[CH:19][C:14]=1[CH2:13][N:4]1[C:5]([C:6]2[CH:7]=[N:8][CH:9]=[CH:10][CH:11]=2)=[N:1][N:2]=[N:3]1, predict the reactants needed to synthesize it. The reactants are: [NH:1]1[C:5]([C:6]2[CH:7]=[N:8][CH:9]=[CH:10][CH:11]=2)=[N:4][N:3]=[N:2]1.Br[CH2:13][C:14]1[CH:19]=[CH:18][CH:17]=[CH:16][C:15]=1[Cl:20].Br.BrCC1C=CN=CC=1.N. (7) The reactants are: [CH3:1][NH:2][C:3]1[CH:11]=[CH:10][C:6]([C:7]([OH:9])=[O:8])=[CH:5][C:4]=1[N+:12]([O-])=O. Given the product [NH2:12][C:4]1[CH:5]=[C:6]([CH:10]=[CH:11][C:3]=1[NH:2][CH3:1])[C:7]([OH:9])=[O:8], predict the reactants needed to synthesize it.